This data is from Catalyst prediction with 721,799 reactions and 888 catalyst types from USPTO. The task is: Predict which catalyst facilitates the given reaction. Reactant: [H-].[Al+3].[Li+].[H-].[H-].[H-].[C:7]([C:11]1[CH:16]=[CH:15][C:14]([C:17]2[S:18][C:19]([C:22](OC)=[O:23])=[CH:20][N:21]=2)=[CH:13][CH:12]=1)([CH3:10])([CH3:9])[CH3:8].O.O.O.O.O.O.O.O.O.O.S([O-])([O-])(=O)=O.[Mg+2]. Product: [C:7]([C:11]1[CH:12]=[CH:13][C:14]([C:17]2[S:18][C:19]([CH2:22][OH:23])=[CH:20][N:21]=2)=[CH:15][CH:16]=1)([CH3:10])([CH3:8])[CH3:9]. The catalyst class is: 7.